From a dataset of Forward reaction prediction with 1.9M reactions from USPTO patents (1976-2016). Predict the product of the given reaction. (1) Given the reactants [CH:1]1[C:10]2[C:5](=[CH:6][CH:7]=[CH:8][CH:9]=2)[CH:4]=[C:3]([C:11]([OH:13])=O)[N:2]=1.Cl.[CH2:15]([O:22][NH:23][CH2:24][C:25]1[CH:30]=[CH:29][CH:28]=[CH:27][CH:26]=1)[C:16]1[CH:21]=[CH:20][CH:19]=[CH:18][CH:17]=1, predict the reaction product. The product is: [CH2:24]([N:23]([O:22][CH2:15][C:16]1[CH:21]=[CH:20][CH:19]=[CH:18][CH:17]=1)[C:11]([C:3]1[N:2]=[CH:1][C:10]2[C:5]([CH:4]=1)=[CH:6][CH:7]=[CH:8][CH:9]=2)=[O:13])[C:25]1[CH:26]=[CH:27][CH:28]=[CH:29][CH:30]=1. (2) Given the reactants [CH2-]C(C)=O.C1N2CCN(CC2)C1.CCN(C(C)C)C(C)C.[CH3:22][Si:23]([CH2:26][CH2:27][O:28][CH2:29]Cl)([CH3:25])[CH3:24].[CH3:31][CH2:32][O:33][C:34](C)=[O:35], predict the reaction product. The product is: [CH3:22][Si:23]([CH2:26][CH2:27][O:28][CH2:29][O:35][CH2:34][O:33][CH2:32][CH2:31][Si:23]([CH3:25])([CH3:24])[CH3:22])([CH3:25])[CH3:24]. (3) Given the reactants [Si:1]([O:8][C@H:9]1[CH2:13][CH2:12][N:11]([CH2:14][CH:15]([N:25](C)[C:26](=O)OCC2C=CC=CC=2)[C:16]2[CH:21]=[CH:20][C:19]([F:22])=[C:18]([C:23]#[N:24])[CH:17]=2)[CH2:10]1)([C:4]([CH3:7])([CH3:6])[CH3:5])([CH3:3])[CH3:2], predict the reaction product. The product is: [Si:1]([O:8][C@H:9]1[CH2:13][CH2:12][N:11]([CH2:14][C@H:15]([C:16]2[CH:21]=[CH:20][C:19]([F:22])=[C:18]([CH:17]=2)[C:23]#[N:24])[NH:25][CH3:26])[CH2:10]1)([C:4]([CH3:6])([CH3:7])[CH3:5])([CH3:3])[CH3:2]. (4) Given the reactants [F:1][C:2]1[C:14]([NH:15][CH2:16][C:17]2[CH:22]=[C:21]([C:23]3[CH:28]=[CH:27][CH:26]=[C:25]([F:29])[CH:24]=3)[CH:20]=[CH:19][C:18]=2[CH3:30])=[C:13]([F:31])[CH:12]=[CH:11][C:3]=1[O:4][CH2:5][C:6]([O:8]CC)=[O:7].[OH-].[Na+], predict the reaction product. The product is: [F:1][C:2]1[C:14]([NH:15][CH2:16][C:17]2[CH:22]=[C:21]([C:23]3[CH:28]=[CH:27][CH:26]=[C:25]([F:29])[CH:24]=3)[CH:20]=[CH:19][C:18]=2[CH3:30])=[C:13]([F:31])[CH:12]=[CH:11][C:3]=1[O:4][CH2:5][C:6]([OH:8])=[O:7]. (5) Given the reactants I[CH2:2][CH2:3][C@@H:4]([O:11][C:12]1[C:20]2[S:19][C:18]([C:21]#[N:22])=[CH:17][C:16]=2[CH:15]=[CH:14][CH:13]=1)[C:5]1[CH:10]=[CH:9][CH:8]=[CH:7][CH:6]=1.[CH3:23][NH2:24].[C:25]([OH:32])(=[O:31])/[CH:26]=[CH:27]/[C:28]([OH:30])=[O:29], predict the reaction product. The product is: [C:25]([OH:32])(=[O:31])/[CH:26]=[CH:27]/[C:28]([OH:30])=[O:29].[S:19]1[C:20]2[C:12]([O:11][C@@H:4]([C:5]3[CH:10]=[CH:9][CH:8]=[CH:7][CH:6]=3)[CH2:3][CH2:2][NH:24][CH3:23])=[CH:13][CH:14]=[CH:15][C:16]=2[CH:17]=[C:18]1[C:21]#[N:22].